This data is from Full USPTO retrosynthesis dataset with 1.9M reactions from patents (1976-2016). The task is: Predict the reactants needed to synthesize the given product. (1) Given the product [Cl:1][C:2]1[CH:7]=[CH:6][C:5]([C:8]2([O:28][CH2:29][CH:30]=[CH:31][CH2:32][OH:33])[C:16]3[C:11](=[CH:12][CH:13]=[CH:14][CH:15]=3)[C:10](=[O:17])[N:9]2[CH2:18][C:19]2[CH:24]=[CH:23][C:22]([N+:25]([O-:27])=[O:26])=[CH:21][CH:20]=2)=[CH:4][CH:3]=1, predict the reactants needed to synthesize it. The reactants are: [Cl:1][C:2]1[CH:7]=[CH:6][C:5]([C:8]2([OH:28])[C:16]3[C:11](=[CH:12][CH:13]=[CH:14][CH:15]=3)[C:10](=[O:17])[N:9]2[CH2:18][C:19]2[CH:24]=[CH:23][C:22]([N+:25]([O-:27])=[O:26])=[CH:21][CH:20]=2)=[CH:4][CH:3]=1.[CH2:29](O)/[CH:30]=[CH:31]\[CH2:32][OH:33]. (2) Given the product [OH:1][CH:2]([CH3:14])[CH2:3][C:4]1[N:8]([CH2:28][O:27][CH2:26][CH2:25][Si:22]([CH3:24])([CH3:23])[CH3:21])[N:7]=[C:6]([C:9]([O:11][CH2:12][CH3:13])=[O:10])[CH:5]=1, predict the reactants needed to synthesize it. The reactants are: [OH:1][CH:2]([CH3:14])[CH2:3][C:4]1[NH:8][N:7]=[C:6]([C:9]([O:11][CH2:12][CH3:13])=[O:10])[CH:5]=1.C([O-])([O-])=O.[Cs+].[Cs+].[CH3:21][Si:22]([CH2:25][CH2:26][O:27][CH2:28]Cl)([CH3:24])[CH3:23]. (3) Given the product [CH2:13]([C:17]1[N:18]=[C:19]([CH3:49])[N:20]([C:40]2[CH:41]=[CH:42][C:43]3[O:47][CH2:46][CH2:45][C:44]=3[CH:48]=2)[C:21](=[O:39])[C:22]=1[CH2:23][C:24]1[CH:29]=[CH:28][C:27]([C:30]2[CH:35]=[CH:34][CH:33]=[CH:32][C:31]=2[C:36]2[NH:3][C:4](=[O:7])[O:5][N:37]=2)=[CH:26][C:25]=1[F:38])[CH2:14][CH2:15][CH3:16], predict the reactants needed to synthesize it. The reactants are: [Cl-].O[NH3+:3].[C:4](=[O:7])([O-])[OH:5].[Na+].CS(C)=O.[CH2:13]([C:17]1[N:18]=[C:19]([CH3:49])[N:20]([C:40]2[CH:41]=[CH:42][C:43]3[O:47][CH2:46][CH2:45][C:44]=3[CH:48]=2)[C:21](=[O:39])[C:22]=1[CH2:23][C:24]1[CH:29]=[CH:28][C:27]([C:30]2[C:31]([C:36]#[N:37])=[CH:32][CH:33]=[CH:34][CH:35]=2)=[CH:26][C:25]=1[F:38])[CH2:14][CH2:15][CH3:16]. (4) Given the product [C:23]([C:8]1[CH:7]=[C:6]([CH2:4][OH:3])[N:10]([CH2:11][C:12]2[CH:17]=[CH:16][C:15]([C:18]([F:21])([F:20])[F:19])=[CH:14][C:13]=2[Cl:22])[N:9]=1)([CH3:26])([CH3:24])[CH3:25], predict the reactants needed to synthesize it. The reactants are: C([O:3][C:4]([C:6]1[N:10]([CH2:11][C:12]2[CH:17]=[CH:16][C:15]([C:18]([F:21])([F:20])[F:19])=[CH:14][C:13]=2[Cl:22])[N:9]=[C:8]([C:23]([CH3:26])([CH3:25])[CH3:24])[CH:7]=1)=O)C.[H-].C([Al+]CC(C)C)C(C)C.O.O.O.O.O.O.O.O.O.O.[O-]S([O-])(=O)=O.[Na+].[Na+]. (5) Given the product [C:1]([C:5]1[CH:10]=[C:9]([N+:11]([O-:13])=[O:12])[C:8]([O:14][CH3:16])=[C:7]([Cl:15])[CH:6]=1)([CH3:4])([CH3:2])[CH3:3], predict the reactants needed to synthesize it. The reactants are: [C:1]([C:5]1[CH:10]=[C:9]([N+:11]([O-:13])=[O:12])[C:8]([OH:14])=[C:7]([Cl:15])[CH:6]=1)([CH3:4])([CH3:3])[CH3:2].[C:16]([O-])([O-])=O.[K+].[K+].CI. (6) Given the product [Cl:19][C:20]1[N:25]=[C:13]([N:14]2[CH2:17][CH2:18][O:31][CH2:16][CH:15]2[CH2:4][C:3]([O:2][CH3:1])=[O:11])[C:12]2[S:26][CH:24]=[CH:23][C:22]=2[N:21]=1, predict the reactants needed to synthesize it. The reactants are: [CH3:1][O:2][C:3](=[O:11])[CH2:4]C1COCCN1.[CH3:12][CH2:13][N:14]([CH2:17][CH3:18])[CH2:15][CH3:16].[Cl:19][C:20]1[N:21]=[C:22](Cl)[C:23]2C=C[S:26][C:24]=2[N:25]=1.C[OH:31]. (7) Given the product [Br:6][C:7]1[CH:14]=[CH:13][CH:12]=[CH:11][C:8]=1[CH2:9][N:10]=[C:1]=[S:2], predict the reactants needed to synthesize it. The reactants are: [C:1](Cl)(Cl)=[S:2].Cl.[Br:6][C:7]1[CH:14]=[CH:13][CH:12]=[CH:11][C:8]=1[CH2:9][NH2:10].CCN(C(C)C)C(C)C.[OH-].[Na+].